This data is from Reaction yield outcomes from USPTO patents with 853,638 reactions. The task is: Predict the reaction yield, written as a fraction of the theoretical maximum amount of product (1.0 means a 100% yield; for example, 0.34 means a 34% yield). (1) The reactants are [CH:1]([O:4][C:5]1[C:14]2[O:13]C(C3C=CC=CC=3)[O:11][CH2:10][C:9]=2[CH:8]=[CH:7][C:6]=1[N+:21]([O-:23])=[O:22])([CH3:3])[CH3:2].C12(CS(O)(=O)=O)C(C)(C)C(CC1)CC2=O. The catalyst is CO.C(Cl)Cl. The product is [OH:11][CH2:10][C:9]1[C:14]([OH:13])=[C:5]([O:4][CH:1]([CH3:3])[CH3:2])[C:6]([N+:21]([O-:23])=[O:22])=[CH:7][CH:8]=1. The yield is 0.900. (2) The reactants are CC1C=CC(S([O:11][CH2:12][C@H:13]2[CH2:17][C@H:16]([CH3:18])[N:15]([CH2:19][C:20]3[CH:25]=[CH:24][CH:23]=[CH:22][CH:21]=3)[CH2:14]2)(=O)=O)=CC=1. The catalyst is CN(C=O)C.C([O-])(=O)C.C([N+](CCCC)(CCCC)CCCC)CCC. The product is [CH2:19]([N:15]1[C@@H:16]([CH3:18])[CH2:17][C@H:13]([CH2:12][OH:11])[CH2:14]1)[C:20]1[CH:25]=[CH:24][CH:23]=[CH:22][CH:21]=1. The yield is 0.870. (3) The reactants are Br[C:2]1[CH:3]=[C:4]([CH:9]=[C:10]([C:12](=[O:36])[NH:13][C@H:14]([CH:33]([CH3:35])[CH3:34])[C:15]([N:17]2[CH2:22][CH2:21][C@@:20]([C:24]3[CH:29]=[CH:28][C:27]([Cl:30])=[CH:26][CH:25]=3)([OH:23])[C:19]([CH3:32])([CH3:31])[CH2:18]2)=[O:16])[CH:11]=1)[C:5]([O:7][CH3:8])=[O:6].C([Sn](CCCC)(CCCC)[C:42]1[CH:47]=[CH:46][CH:45]=[CH:44][N:43]=1)CCC. The catalyst is C1(C)C=CC=CC=1.CO.C1C=CC([P]([Pd]([P](C2C=CC=CC=2)(C2C=CC=CC=2)C2C=CC=CC=2)([P](C2C=CC=CC=2)(C2C=CC=CC=2)C2C=CC=CC=2)[P](C2C=CC=CC=2)(C2C=CC=CC=2)C2C=CC=CC=2)(C2C=CC=CC=2)C2C=CC=CC=2)=CC=1. The product is [Cl:30][C:27]1[CH:28]=[CH:29][C:24]([C@@:20]2([OH:23])[CH2:21][CH2:22][N:17]([C:15](=[O:16])[C@H:14]([NH:13][C:12]([C:10]3[CH:9]=[C:4]([CH:3]=[C:2]([C:42]4[CH:47]=[CH:46][CH:45]=[CH:44][N:43]=4)[CH:11]=3)[C:5]([O:7][CH3:8])=[O:6])=[O:36])[CH:33]([CH3:35])[CH3:34])[CH2:18][C:19]2([CH3:31])[CH3:32])=[CH:25][CH:26]=1. The yield is 0.750. (4) The reactants are [CH2:1]([O:3][C:4](=[O:11])[CH:5]1[CH2:10][CH2:9][NH:8][CH2:7][CH2:6]1)[CH3:2].C(N(CC)CC)C.[F:19][C:20]1[CH:25]=[CH:24][C:23]([S:26](Cl)(=[O:28])=[O:27])=[CH:22][CH:21]=1. The catalyst is C(Cl)Cl. The product is [F:19][C:20]1[CH:25]=[CH:24][C:23]([S:26]([N:8]2[CH2:7][CH2:6][CH:5]([C:4]([O:3][CH2:1][CH3:2])=[O:11])[CH2:10][CH2:9]2)(=[O:28])=[O:27])=[CH:22][CH:21]=1. The yield is 0.880. (5) The reactants are [C:1]1([C:7]2[N:8]=[C:9]([C:12]#[C:13][CH2:14][CH2:15][C:16]3[CH:17]=[C:18]([CH:21]=[CH:22][CH:23]=3)[C:19]#[N:20])[S:10][CH:11]=2)[CH:6]=[CH:5][CH:4]=[CH:3][CH:2]=1. The catalyst is [Pd].C(O)C. The product is [C:1]1([C:7]2[N:8]=[C:9]([CH2:12][CH2:13][CH2:14][CH2:15][C:16]3[CH:17]=[C:18]([CH:21]=[CH:22][CH:23]=3)[C:19]#[N:20])[S:10][CH:11]=2)[CH:6]=[CH:5][CH:4]=[CH:3][CH:2]=1. The yield is 0.760.